This data is from Experimentally validated miRNA-target interactions with 360,000+ pairs, plus equal number of negative samples. The task is: Binary Classification. Given a miRNA mature sequence and a target amino acid sequence, predict their likelihood of interaction. (1) The miRNA is hsa-miR-3196 with sequence CGGGGCGGCAGGGGCCUC. The protein sequence of the target gene is MGDWSALGKLLDKVQAYSTAGGKVWLSVLFIFRILLLGTAVESAWGDEQSAFRCNTQQPGCENVCYDKSFPISHVRFWVLQIIFVSVPTLLYLAHVFYVMRKEEKLNKKEEELKVAQTDGVNVEMHLKQIEIKKFKYGIEEHGKVKMRGGLLRTYIISILFKSVFEVAFLLIQWYIYGFSLSAVYTCKRDPCPHQVDCFLSRPTEKTIFIIFMLVVSLVSLALNIIELFYVFFKGVKDRVKGRSDPYHATTGPLSPSKDCGSPKYAYFNGCSSPTAPLSPMSPPGYKLVTGDRNNSSCRN.... Result: 0 (no interaction). (2) The miRNA is hsa-miR-4797-5p with sequence GACAGAGUGCCACUUACUGAA. The protein sequence of the target gene is MAKVEQVLSLEPQHELKFRGPFTDVVTTNLKLGNPTDRNVCFKVKTTAPRRYCVRPNSGIIDAGASINVSVMLQPFDYDPNEKSKHKFMVQSMFAPTDTSDMEAVWKEAKPEDLMDSKLRCVFELPAENDKPHDVEINKIISTTASKTETPIVSKSLSSSLDDTEVKKVMEECKRLQGEVQRLREENKQFKEEDGLRMRKTVQSNSPISALAPTGKEEGLSTRLLALVVLFFIVGVIIGKIAL. Result: 1 (interaction).